From a dataset of Reaction yield outcomes from USPTO patents with 853,638 reactions. Predict the reaction yield, written as a fraction of the theoretical maximum amount of product (1.0 means a 100% yield; for example, 0.34 means a 34% yield). (1) The reactants are Br[CH2:2][CH2:3][F:4].[N+:5]([C:8]1[CH:9]=[N:10][NH:11][CH:12]=1)([O-:7])=[O:6].C([O-])([O-])=O.[K+].[K+]. The catalyst is CC#N. The product is [F:4][CH2:3][CH2:2][N:10]1[CH:9]=[C:8]([N+:5]([O-:7])=[O:6])[CH:12]=[N:11]1. The yield is 0.840. (2) The reactants are Br[C:2]1[CH:11]=[C:10]([O:12][CH3:13])[CH:9]=[C:8]2[C:3]=1[CH2:4][CH2:5][C:6](=[O:21])[N:7]2[C:14]1[CH:19]=[CH:18][CH:17]=[CH:16][C:15]=1[Cl:20].[Cl:22][C:23]1[CH:28]=[CH:27][CH:26]=[CH:25][C:24]=1B(O)O. The catalyst is C1(C)C=CC=CC=1.C(O)C.C(=O)([O-])[O-].[Na+].[Na+].[Pd].C1(P(C2C=CC=CC=2)C2C=CC=CC=2)C=CC=CC=1.C1(P(C2C=CC=CC=2)C2C=CC=CC=2)C=CC=CC=1.C1(P(C2C=CC=CC=2)C2C=CC=CC=2)C=CC=CC=1.C1(P(C2C=CC=CC=2)C2C=CC=CC=2)C=CC=CC=1. The product is [Cl:20][C:15]1[CH:16]=[CH:17][CH:18]=[CH:19][C:14]=1[N:7]1[C:8]2[C:3](=[C:2]([C:24]3[CH:25]=[CH:26][CH:27]=[CH:28][C:23]=3[Cl:22])[CH:11]=[C:10]([O:12][CH3:13])[CH:9]=2)[CH2:4][CH2:5][C:6]1=[O:21]. The yield is 0.870.